Dataset: Catalyst prediction with 721,799 reactions and 888 catalyst types from USPTO. Task: Predict which catalyst facilitates the given reaction. (1) Reactant: [Br:1][C:2]1[CH:3]=[N:4][C:5](I)=[N:6][CH:7]=1.[CH2:9]1COC[CH2:10]1.C([Mg]Br)=C. Product: [Br:1][C:2]1[CH:3]=[N:4][C:5]([CH:9]=[CH2:10])=[N:6][CH:7]=1. The catalyst class is: 257. (2) Reactant: [F:1][C:2]1[CH:3]=[CH:4][C:5]([C:8]([O:10]CC)=[O:9])=[N:6][CH:7]=1.O.[OH-].[Li+:15].[ClH:16]. Product: [F:1][C:2]1[CH:3]=[CH:4][C:5]([C:8]([OH:10])=[O:9])=[N:6][CH:7]=1.[Cl-:16].[Li+:15]. The catalyst class is: 20. (3) The catalyst class is: 21. Reactant: C(=O)([O-])[O-].[K+].[K+].[OH:7][C:8]1[C:13]([CH2:14][CH2:15][CH3:16])=[C:12]([OH:17])[CH:11]=[CH:10][C:9]=1[C:18](=[O:20])[CH3:19].[CH3:21][O:22][C:23](=[O:32])[C:24]1[CH:29]=[CH:28][C:27]([CH2:30]Br)=[CH:26][CH:25]=1. Product: [CH3:21][O:22][C:23](=[O:32])[C:24]1[CH:29]=[CH:28][C:27]([CH2:30][O:17][C:12]2[CH:11]=[CH:10][C:9]([C:18](=[O:20])[CH3:19])=[C:8]([OH:7])[C:13]=2[CH2:14][CH2:15][CH3:16])=[CH:26][CH:25]=1. (4) Reactant: [Cl:1][C:2]1[C:3]([I:14])=[C:4]([CH2:8][C:9]([O:11][CH2:12][CH3:13])=[O:10])[CH:5]=[CH:6][CH:7]=1.[H-].[Na+].Br[CH2:18][CH2:19][O:20][CH2:21][CH2:22]Br. Product: [Cl:1][C:2]1[C:3]([I:14])=[C:4]([C:8]2([C:9]([O:11][CH2:12][CH3:13])=[O:10])[CH2:22][CH2:21][O:20][CH2:19][CH2:18]2)[CH:5]=[CH:6][CH:7]=1. The catalyst class is: 3. (5) Reactant: [C:1]([NH:4][C:5]1[S:6][C:7]([C:11]2[CH:19]=[CH:18][C:14]([C:15]([OH:17])=O)=[CH:13][CH:12]=2)=[C:8]([CH3:10])[N:9]=1)(=[O:3])[CH3:2].CN(C(ON1N=NC2C=CC=NC1=2)=[N+](C)C)C.F[P-](F)(F)(F)(F)F.CCN(C(C)C)C(C)C.[CH2:53]([CH2:55][NH2:56])[OH:54]. Product: [C:1]([NH:4][C:5]1[S:6][C:7]([C:11]2[CH:12]=[CH:13][C:14]([C:15]([NH:56][CH2:55][CH2:53][OH:54])=[O:17])=[CH:18][CH:19]=2)=[C:8]([CH3:10])[N:9]=1)(=[O:3])[CH3:2]. The catalyst class is: 3.